This data is from Reaction yield outcomes from USPTO patents with 853,638 reactions. The task is: Predict the reaction yield, written as a fraction of the theoretical maximum amount of product (1.0 means a 100% yield; for example, 0.34 means a 34% yield). (1) The reactants are C(OC(=O)[NH:7][CH:8]([C:10](=[O:28])[NH:11][C:12]1[CH:17]=[CH:16][C:15]([Br:18])=[CH:14][C:13]=1[C:19](=O)[C:20]1[CH:25]=[CH:24][CH:23]=[CH:22][C:21]=1[F:26])[CH3:9])(C)(C)C.Cl. The catalyst is C(Cl)(Cl)Cl. The product is [Br:18][C:15]1[CH:16]=[CH:17][C:12]2[NH:11][C:10](=[O:28])[CH:8]([CH3:9])[N:7]=[C:19]([C:20]3[CH:25]=[CH:24][CH:23]=[CH:22][C:21]=3[F:26])[C:13]=2[CH:14]=1. The yield is 0.820. (2) The reactants are [N+:1]([C:4]1[CH:5]=[C:6]2[C:11](=[CH:12][CH:13]=1)[N:10]=[CH:9][NH:8][C:7]2=O)([O-])=O.P(Cl)(Cl)(Cl)(Cl)Cl.CCCCCC.[Cl:27][C:28]1[CH:29]=[C:30]([CH:32]=[CH:33][C:34]=1[F:35])[NH2:31]. The catalyst is P(Cl)(Cl)Cl.C(#N)C. The product is [Cl:27][C:28]1[CH:29]=[C:30]([NH:31][C:7]2[C:6]3[C:11](=[CH:12][CH:13]=[C:4]([NH2:1])[CH:5]=3)[N:10]=[CH:9][N:8]=2)[CH:32]=[CH:33][C:34]=1[F:35]. The yield is 0.150.